This data is from Reaction yield outcomes from USPTO patents with 853,638 reactions. The task is: Predict the reaction yield, written as a fraction of the theoretical maximum amount of product (1.0 means a 100% yield; for example, 0.34 means a 34% yield). (1) The reactants are [CH2:1]([N:8]1[C:12]([C:13](OC)=[O:14])=[CH:11][C:10]([O:17][CH2:18][CH2:19][CH3:20])=[N:9]1)[C:2]1[CH:7]=[CH:6][CH:5]=[CH:4][CH:3]=1.[H-].[Al+3].[Li+].[H-].[H-].[H-].O.O.O.O.O.O.O.O.O.O.S([O-])([O-])(=O)=O.[Na+].[Na+]. The catalyst is O1CCCC1. The yield is 0.730. The product is [CH2:1]([N:8]1[C:12]([CH2:13][OH:14])=[CH:11][C:10]([O:17][CH2:18][CH2:19][CH3:20])=[N:9]1)[C:2]1[CH:3]=[CH:4][CH:5]=[CH:6][CH:7]=1. (2) The reactants are Cl[C:2]1[CH:7]=[C:6]([Cl:8])[N:5]=[C:4]([CH:9]2[CH2:14][CH2:13][CH2:12][CH2:11][CH2:10]2)[N:3]=1.[F:15][C:16]1[CH:17]=[C:18]2[C:24]([NH2:25])=[N:23][NH:22][C:19]2=[N:20][CH:21]=1.C1COCC1.C[Si]([N-][Si](C)(C)C)(C)C.[Li+]. The catalyst is O. The product is [Cl:8][C:6]1[N:5]=[C:4]([CH:9]2[CH2:14][CH2:13][CH2:12][CH2:11][CH2:10]2)[N:3]=[C:2]([NH:25][C:24]2[C:18]3[C:19](=[N:20][CH:21]=[C:16]([F:15])[CH:17]=3)[NH:22][N:23]=2)[CH:7]=1. The yield is 0.500. (3) The reactants are [F:1][C:2]1[CH:7]=[C:6]([Br:8])[CH:5]=[CH:4][C:3]=1[CH2:9]Cl.[C-:11]#[N:12].[Na+].O. The catalyst is CN(C=O)C. The product is [Br:8][C:6]1[CH:5]=[CH:4][C:3]([CH2:9][C:11]#[N:12])=[C:2]([F:1])[CH:7]=1. The yield is 0.930. (4) The reactants are N#N.Br[C:4]1[C:5]([NH:11][C:12]2[CH:22]=[CH:21][CH:20]=[CH:19][C:13]=2[C:14]([NH:16][O:17][CH3:18])=[O:15])=[CH:6][C:7]([Cl:10])=[N:8][CH:9]=1.[CH:23]1(B(O)O)[CH2:25][CH2:24]1.[Na+].[Br-].[F-].[K+]. The catalyst is O.C1C=CC([P]([Pd]([P](C2C=CC=CC=2)(C2C=CC=CC=2)C2C=CC=CC=2)([P](C2C=CC=CC=2)(C2C=CC=CC=2)C2C=CC=CC=2)[P](C2C=CC=CC=2)(C2C=CC=CC=2)C2C=CC=CC=2)(C2C=CC=CC=2)C2C=CC=CC=2)=CC=1.C1(C)C=CC=CC=1. The product is [Cl:10][C:7]1[CH:6]=[C:5]([NH:11][C:12]2[CH:22]=[CH:21][CH:20]=[CH:19][C:13]=2[C:14]([NH:16][O:17][CH3:18])=[O:15])[C:4]([CH:23]2[CH2:25][CH2:24]2)=[CH:9][N:8]=1. The yield is 0.530. (5) The reactants are [Cl:1][C:2]1[CH:18]=[CH:17][C:5]([C:6]([NH:8][C:9]2[CH:14]=[CH:13][C:12]([S:15][CH3:16])=[CH:11][CH:10]=2)=O)=[CH:4][CH:3]=1.COC1C=CC(P2(SP(C3C=CC(OC)=CC=3)(=S)S2)=[S:28])=CC=1. The catalyst is C1(C)C=CC=CC=1. The product is [Cl:1][C:2]1[CH:18]=[CH:17][C:5]([C:6](=[S:28])[NH:8][C:9]2[CH:14]=[CH:13][C:12]([S:15][CH3:16])=[CH:11][CH:10]=2)=[CH:4][CH:3]=1. The yield is 0.480.